The task is: Predict the product of the given reaction.. This data is from Forward reaction prediction with 1.9M reactions from USPTO patents (1976-2016). Given the reactants [Br:1][C:2]1[C:3]([OH:11])=[C:4]([C:7]([O:9]C)=O)[S:5][CH:6]=1.[N:12]#[C:13]Br.C(N(CC)C(C)C)(C)C.[NH:24]1[CH2:29][CH2:28][S:27][CH2:26][CH2:25]1, predict the reaction product. The product is: [Br:1][C:2]1[C:3]2[O:11][C:13]([N:24]3[CH2:29][CH2:28][S:27][CH2:26][CH2:25]3)=[N:12][C:7](=[O:9])[C:4]=2[S:5][CH:6]=1.